The task is: Predict the reactants needed to synthesize the given product.. This data is from Full USPTO retrosynthesis dataset with 1.9M reactions from patents (1976-2016). (1) Given the product [CH2:1]([N:8]1[CH2:9][CH2:10][O:11][C:13]([CH3:15])([CH3:14])[CH2:12]1)[C:2]1[CH:7]=[CH:6][CH:5]=[CH:4][CH:3]=1, predict the reactants needed to synthesize it. The reactants are: [CH2:1]([N:8]([CH2:12][C:13]([CH3:15])=[CH2:14])[CH2:9][CH2:10][OH:11])[C:2]1[CH:7]=[CH:6][CH:5]=[CH:4][CH:3]=1.C([O-])(=O)C.[OH-].[Na+].[BH4-].[Na+]. (2) Given the product [Cl:13][C:14]1[N:19]=[CH:18][C:17]([N:20]2[C:33](=[O:32])[C:34]([CH3:37])([CH3:36])[NH:35][C:5]2=[O:11])=[CH:16][N:15]=1, predict the reactants needed to synthesize it. The reactants are: ClC(Cl)(O[C:5](=[O:11])OC(Cl)(Cl)Cl)Cl.[Cl:13][C:14]1[N:19]=[CH:18][C:17]([NH2:20])=[CH:16][N:15]=1.CCN(C(C)C)C(C)C.Cl.C[O:32][C:33](=O)[C:34]([CH3:37])([CH3:36])[NH2:35].